This data is from TCR-epitope binding with 47,182 pairs between 192 epitopes and 23,139 TCRs. The task is: Binary Classification. Given a T-cell receptor sequence (or CDR3 region) and an epitope sequence, predict whether binding occurs between them. (1) The epitope is EIYKRWII. The TCR CDR3 sequence is CASSFPGQGRTEAFF. Result: 1 (the TCR binds to the epitope). (2) Result: 0 (the TCR does not bind to the epitope). The epitope is IQYIDIGNY. The TCR CDR3 sequence is CASSRLAGGPGEQFF. (3) The TCR CDR3 sequence is CASSSTGGGEKDQPQHF. Result: 1 (the TCR binds to the epitope). The epitope is FLASKIGRLV. (4) The epitope is KLGGALQAK. The TCR CDR3 sequence is CASSYAISYNEQFF. Result: 1 (the TCR binds to the epitope). (5) The epitope is LLQTGIHVRVSQPSL. The TCR CDR3 sequence is CSARVFDRGLNSPTEAFF. Result: 1 (the TCR binds to the epitope).